Dataset: Catalyst prediction with 721,799 reactions and 888 catalyst types from USPTO. Task: Predict which catalyst facilitates the given reaction. (1) Reactant: Br[C:2]1[CH:3]=[C:4]([C:8]2[CH:9]=[CH:10][C:11]3[C:12]4[C:17]([C:18]5[C:23]=3[C:22]=2[CH:21]=[CH:20][CH:19]=5)=[CH:16][CH:15]=[CH:14][CH:13]=4)[CH:5]=[CH:6][CH:7]=1.C([Li])CCC.[B:29](OC(C)C)([O:34]C(C)C)[O:30]C(C)C.Cl. Product: [CH:9]1[C:8]2=[C:22]3[C:21]([C:5]4[C:4]2=[CH:3][CH:2]=[CH:7][CH:6]=4)=[CH:20][CH:19]=[CH:18][C:23]3=[C:11]([C:12]2[CH:13]=[C:14]([B:29]([OH:34])[OH:30])[CH:15]=[CH:16][CH:17]=2)[CH:10]=1. The catalyst class is: 392. (2) Reactant: [CH3:1][C:2]1[N:6]([C:7]2[CH:12]=[CH:11][CH:10]=[CH:9][N:8]=2)[C:5]2[CH:13]=[CH:14][CH:15]=[CH:16][C:4]=2[N:3]=1.[N:17]1[CH:22]=[CH:21][CH:20]=[C:19]([CH:23]=O)[CH:18]=1.Cl.Cl.N1C=CC=CC=1N1C2C=CC=CC=2N=C1/C=C/C1C=CC=CN=1.[C:50]([OH:55])(=[O:54])[C:51]([OH:53])=[O:52]. Product: [C:50]([OH:55])(=[O:54])[C:51]([OH:53])=[O:52].[N:8]1[CH:9]=[CH:10][CH:11]=[CH:12][C:7]=1[N:6]1[C:5]2[CH:13]=[CH:14][CH:15]=[CH:16][C:4]=2[N:3]=[C:2]1/[CH:1]=[CH:23]/[C:19]1[CH:18]=[N:17][CH:22]=[CH:21][CH:20]=1. The catalyst class is: 5. (3) Reactant: [C:1]([C:3]1[CH:8]=[CH:7][C:6]([C:9]2[N:10]=[CH:11][O:12][C:13]=2[C:14](OCC)=[O:15])=[CH:5][CH:4]=1)#[N:2].[Li+].[BH4-]. Product: [OH:15][CH2:14][C:13]1[O:12][CH:11]=[N:10][C:9]=1[C:6]1[CH:7]=[CH:8][C:3]([C:1]#[N:2])=[CH:4][CH:5]=1. The catalyst class is: 1. (4) Reactant: [C:1]([Si:5]([CH3:22])([CH3:21])[O:6][CH2:7][C:8]1[CH:13]=[C:12]([C:14]([F:17])([F:16])[F:15])[CH:11]=[C:10]([N+:18]([O-])=O)[CH:9]=1)([CH3:4])([CH3:3])[CH3:2]. Product: [Si:5]([O:6][CH2:7][C:8]1[CH:9]=[C:10]([CH:11]=[C:12]([C:14]([F:15])([F:16])[F:17])[CH:13]=1)[NH2:18])([C:1]([CH3:4])([CH3:3])[CH3:2])([CH3:22])[CH3:21]. The catalyst class is: 99. (5) Reactant: [Br:1][C:2]1[CH:7]=[C:6]([F:8])[CH:5]=[CH:4][C:3]=1[CH:9]1[C:14]([C:15]([O:17][CH2:18][CH3:19])=[O:16])=[C:13]([CH3:20])[NH:12][C:11]([C:21]2[S:22][C:23]([C:26]([F:29])([F:28])[F:27])=[CH:24][N:25]=2)=[N:10]1.C1C(=O)N([Br:37])C(=O)C1. Product: [Br:1][C:2]1[CH:7]=[C:6]([F:8])[CH:5]=[CH:4][C:3]=1[CH:9]1[C:14]([C:15]([O:17][CH2:18][CH3:19])=[O:16])=[C:13]([CH2:20][Br:37])[NH:12][C:11]([C:21]2[S:22][C:23]([C:26]([F:29])([F:28])[F:27])=[CH:24][N:25]=2)=[N:10]1. The catalyst class is: 2. (6) Reactant: [C:1]([O:5][C:6]([NH:8][CH:9]([CH2:13][C:14]1[CH:19]=[CH:18][C:17]([C:20]2[CH:25]=[CH:24][C:23]([CH2:26][CH2:27][C:28]([O:30][CH3:31])=[O:29])=[CH:22][CH:21]=2)=[CH:16][CH:15]=1)[C:10]([OH:12])=O)=[O:7])([CH3:4])([CH3:3])[CH3:2].[CH2:32]([N:34](CC)[CH2:35]C)C.CN([P+](ON1N=NC2C=CC=CC1=2)(N(C)C)N(C)C)C.F[P-](F)(F)(F)(F)F.CNC. Product: [CH3:31][O:30][C:28](=[O:29])[CH2:27][CH2:26][C:23]1[CH:24]=[CH:25][C:20]([C:17]2[CH:16]=[CH:15][C:14]([CH2:13][CH:9]([NH:8][C:6]([O:5][C:1]([CH3:4])([CH3:3])[CH3:2])=[O:7])[C:10](=[O:12])[N:34]([CH3:35])[CH3:32])=[CH:19][CH:18]=2)=[CH:21][CH:22]=1. The catalyst class is: 2.